This data is from Catalyst prediction with 721,799 reactions and 888 catalyst types from USPTO. The task is: Predict which catalyst facilitates the given reaction. Reactant: [H-].[Na+].[Cl:3][C:4]1[CH:9]=[C:8]([C:10]([F:13])([F:12])[F:11])[CH:7]=[C:6]([Cl:14])[C:5]=1[N:15]1[C:19]([N:20]([CH2:22][CH2:23][OH:24])[CH3:21])=[C:18]([S:25]([C:28]([F:31])([F:30])[F:29])(=[O:27])=[O:26])[C:17]([C:32]#[N:33])=[N:16]1.Cl[C:35]([O:37][CH2:38][CH3:39])=[O:36].[Cl-].[NH4+]. Product: [Cl:14][C:6]1[CH:7]=[C:8]([C:10]([F:13])([F:12])[F:11])[CH:9]=[C:4]([Cl:3])[C:5]=1[N:15]1[C:19]([N:20]([CH3:21])[CH2:22][CH2:23][O:24][C:35]([O:37][CH2:38][CH3:39])=[O:36])=[C:18]([S:25]([C:28]([F:31])([F:29])[F:30])(=[O:26])=[O:27])[C:17]([C:32]#[N:33])=[N:16]1. The catalyst class is: 54.